Dataset: HIV replication inhibition screening data with 41,000+ compounds from the AIDS Antiviral Screen. Task: Binary Classification. Given a drug SMILES string, predict its activity (active/inactive) in a high-throughput screening assay against a specified biological target. The compound is CCOC(=O)C(O)C(O)C(=O)NCc1ccc(C(=O)c2ccccc2)cc1. The result is 0 (inactive).